Dataset: Forward reaction prediction with 1.9M reactions from USPTO patents (1976-2016). Task: Predict the product of the given reaction. (1) Given the reactants Br[C:2]1[CH:3]=[N:4][C:5]2[C:10]([CH:11]=1)=[CH:9][CH:8]=[CH:7][CH:6]=2.[B:12](OC(C)C)([O:17]C(C)C)[O:13]C(C)C.[Li]CCCC.Cl, predict the reaction product. The product is: [N:4]1[C:5]2[C:10](=[CH:9][CH:8]=[CH:7][CH:6]=2)[CH:11]=[C:2]([B:12]([OH:17])[OH:13])[CH:3]=1. (2) Given the reactants [O:1]1[CH2:6][CH2:5][CH:4]([CH:7]=[C:8]([C:19]2[NH:27][C:22]3=[N:23][CH:24]=[CH:25][CH:26]=[C:21]3[CH:20]=2)[C:9]2[CH:14]=[CH:13][C:12]([C:15]([F:18])([F:17])[F:16])=[CH:11][CH:10]=2)[CH2:3][CH2:2]1, predict the reaction product. The product is: [O:1]1[CH2:6][CH2:5][CH:4]([CH2:7][CH:8]([C:19]2[NH:27][C:22]3=[N:23][CH:24]=[CH:25][CH:26]=[C:21]3[CH:20]=2)[C:9]2[CH:10]=[CH:11][C:12]([C:15]([F:16])([F:17])[F:18])=[CH:13][CH:14]=2)[CH2:3][CH2:2]1. (3) Given the reactants [C:1]([NH:4][C:5]1[CH:10]=[C:9]([C:11]2[O:12][C:13]([C:19]3[CH:24]=[CH:23][CH:22]=[CH:21][C:20]=3[Cl:25])=[C:14]([C:16]([NH2:18])=O)[N:15]=2)[C:8]([CH3:26])=[CH:7][N:6]=1)(=[O:3])[CH3:2].C[N:28]([CH:30](OC)OC)C.[NH2:35]N.C([O-])(O)=O.[Na+], predict the reaction product. The product is: [Cl:25][C:20]1[CH:21]=[CH:22][CH:23]=[CH:24][C:19]=1[C:13]1[O:12][C:11]([C:9]2[C:8]([CH3:26])=[CH:7][N:6]=[C:5]([NH:4][C:1](=[O:3])[CH3:2])[CH:10]=2)=[N:15][C:14]=1[C:16]1[NH:18][CH:30]=[N:28][N:35]=1. (4) Given the reactants [NH2:1][C:2]1[N:11]=[CH:10][C:9]2[C:8](SC)=[N:7][CH:6]=[N:5][C:4]=2[CH:3]=1.[CH3:14][N:15]([CH3:24])[C:16]1[CH:17]=[C:18]([CH:21]=[CH:22][CH:23]=1)[CH2:19][NH2:20], predict the reaction product. The product is: [NH2:1][C:2]1[N:11]=[CH:10][C:9]2[C:8]([NH:20][CH2:19][C:18]3[CH:21]=[CH:22][CH:23]=[C:16]([N:15]([CH3:24])[CH3:14])[CH:17]=3)=[N:7][CH:6]=[N:5][C:4]=2[CH:3]=1.